Predict which catalyst facilitates the given reaction. From a dataset of Catalyst prediction with 721,799 reactions and 888 catalyst types from USPTO. (1) Reactant: Br[CH:2]1[O:7][C:6]2[CH:8]=[CH:9][CH:10]=[CH:11][C:5]=2[O:4][CH:3]1Br.[I-].[Na+]. Product: [O:4]1[C:5]2[CH:11]=[CH:10][CH:9]=[CH:8][C:6]=2[O:7][CH:2]=[CH:3]1. The catalyst class is: 21. (2) Reactant: O1CCCC1.[F:6][C:7]([F:20])([F:19])[C:8]1[CH:9]=[C:10]([C:14]2[N:15]=[CH:16][NH:17][CH:18]=2)[CH:11]=[CH:12][CH:13]=1.[H-].[Na+].[CH3:23][Si:24]([CH3:31])([CH3:30])[CH2:25][CH2:26][O:27][CH2:28]Cl. Product: [F:20][C:7]([F:6])([F:19])[C:8]1[CH:9]=[C:10]([C:14]2[N:15]=[CH:16][N:17]([CH2:28][O:27][CH2:26][CH2:25][Si:24]([CH3:31])([CH3:30])[CH3:23])[CH:18]=2)[CH:11]=[CH:12][CH:13]=1. The catalyst class is: 6. (3) Reactant: C(=O)([O-])[O-].[Cs+].[Cs+].[Cl:7][C:8]1[C:9](F)=[N:10][CH:11]=[C:12]([F:14])[CH:13]=1.[OH:16][C:17]1[CH:22]=[CH:21][C:20]([C:23]2[N:28]([CH3:29])[C:27](=[O:30])[N:26]([CH2:31][O:32][CH2:33][CH2:34][Si:35]([CH3:38])([CH3:37])[CH3:36])[C:25](=[O:39])[C:24]=2[CH3:40])=[C:19]([CH3:41])[CH:18]=1.O. Product: [Cl:7][C:8]1[C:9]([O:16][C:17]2[CH:22]=[CH:21][C:20]([C:23]3[N:28]([CH3:29])[C:27](=[O:30])[N:26]([CH2:31][O:32][CH2:33][CH2:34][Si:35]([CH3:38])([CH3:37])[CH3:36])[C:25](=[O:39])[C:24]=3[CH3:40])=[C:19]([CH3:41])[CH:18]=2)=[N:10][CH:11]=[C:12]([F:14])[CH:13]=1. The catalyst class is: 16. (4) Reactant: [Cl:1][C:2]1[CH:7]=[CH:6][N:5]=[C:4]2[N:8]([Si:12]([CH:19]([CH3:21])[CH3:20])([CH:16]([CH3:18])[CH3:17])[CH:13]([CH3:15])[CH3:14])[CH:9]=[C:10](I)[C:3]=12.[Li][C:23](C)(C)[CH3:24].C(I)C.C([O-])(O)=O.[Na+]. Product: [Cl:1][C:2]1[CH:7]=[CH:6][N:5]=[C:4]2[N:8]([Si:12]([CH:19]([CH3:21])[CH3:20])([CH:16]([CH3:18])[CH3:17])[CH:13]([CH3:15])[CH3:14])[CH:9]=[C:10]([CH2:23][CH3:24])[C:3]=12. The catalyst class is: 1. (5) Reactant: [Cl:1][CH2:2][CH2:3][CH2:4][O:5][C:6]1[CH:11]=[CH:10][C:9]([C:12](=[S:14])[NH2:13])=[CH:8][CH:7]=1.[Cl:15][CH2:16][C:17]([CH2:19]Cl)=O. Product: [Cl:15][CH2:16][C:17]1[N:13]=[C:12]([C:9]2[CH:10]=[CH:11][C:6]([O:5][CH2:4][CH2:3][CH2:2][Cl:1])=[CH:7][CH:8]=2)[S:14][CH:19]=1. The catalyst class is: 397. (6) Reactant: [CH3:1][S:2]([O:5]S(C)(=O)=O)(=O)=[O:3].C(N(CC)CC)C.[C:17]1([CH2:23][C@H:24]([NH2:27])[CH:25]=[CH2:26])[CH:22]=[CH:21][CH:20]=[CH:19][CH:18]=1. Product: [CH3:1][S:2]([NH:27][C@H:24]([CH:25]=[CH2:26])[CH2:23][C:17]1[CH:22]=[CH:21][CH:20]=[CH:19][CH:18]=1)(=[O:5])=[O:3]. The catalyst class is: 2. (7) Reactant: C[Si](C)(C)[N-][Si](C)(C)C.[Li+].[C:11]([O:14][CH2:15][CH3:16])(=[O:13])[CH3:12].[F:17][C:18]([F:26])([CH:23]([F:25])[F:24])[C:19](OC)=[O:20].[Cl-].[NH4+].Cl. Product: [F:17][C:18]([F:26])([CH:23]([F:25])[F:24])[C:19](=[O:20])[CH2:12][C:11]([O:14][CH2:15][CH3:16])=[O:13]. The catalyst class is: 1. (8) Reactant: [CH3:1][C:2]1[CH:7]=[C:6]([O:8][CH2:9][C:10]2([CH3:14])[CH2:13][O:12][CH2:11]2)[CH:5]=[CH:4][C:3]=1[C:15]1[C:16]2[CH:23]=[C:22]([CH2:24][O:25][C:26]3[CH:31]=[CH:30][C:29]([C@@H:32]([C:39]#[C:40][CH3:41])[CH2:33][C:34]([O:36]CC)=[O:35])=[CH:28][CH:27]=3)[CH:21]=[CH:20][C:17]=2[S:18][CH:19]=1.[Li+].[OH-].Cl. Product: [CH3:1][C:2]1[CH:7]=[C:6]([O:8][CH2:9][C:10]2([CH3:14])[CH2:13][O:12][CH2:11]2)[CH:5]=[CH:4][C:3]=1[C:15]1[C:16]2[CH:23]=[C:22]([CH2:24][O:25][C:26]3[CH:27]=[CH:28][C:29]([C@@H:32]([C:39]#[C:40][CH3:41])[CH2:33][C:34]([OH:36])=[O:35])=[CH:30][CH:31]=3)[CH:21]=[CH:20][C:17]=2[S:18][CH:19]=1. The catalyst class is: 14. (9) Reactant: [OH:1][C:2]1[CH:3]=[C:4]([CH:9]=[CH:10][C:11]=1[O:12][CH3:13])[C:5]([O:7]C)=[O:6].[CH2:14](Br)[CH:15]=[CH2:16].C(=O)([O-])[O-].[K+].[K+]. Product: [CH2:16]([O:1][C:2]1[CH:3]=[C:4]([CH:9]=[CH:10][C:11]=1[O:12][CH3:13])[C:5]([OH:7])=[O:6])[CH:15]=[CH2:14]. The catalyst class is: 131. (10) Reactant: [H-].[Na+].[C:3]1([CH:10]=[CH:9][C:7]([OH:8])=[CH:6][CH:5]=1)[OH:4].[CH3:11][O:12][CH2:13]Cl.[CH2:15]([O:17][CH2:18]C)C. Product: [CH3:11][O:12][CH2:13][O:4][C:3]1[CH:10]=[CH:9][C:7]([O:8][CH2:15][O:17][CH3:18])=[CH:6][CH:5]=1. The catalyst class is: 3.